From a dataset of Catalyst prediction with 721,799 reactions and 888 catalyst types from USPTO. Predict which catalyst facilitates the given reaction. (1) Reactant: C[O:2][C:3](=[O:35])[CH2:4][O:5][C:6]1[CH:11]=[CH:10][CH:9]=[CH:8][C:7]=1[CH:12]1[N:16]([C:17](=[O:27])[C:18]2[C:23]([F:24])=[CH:22][C:21]([F:25])=[CH:20][C:19]=2[F:26])[N:15]=[C:14]([C:28]2[CH:33]=[CH:32][C:31]([F:34])=[CH:30][CH:29]=2)[S:13]1.C1COCC1.CO.[Li+].[OH-]. Product: [F:34][C:31]1[CH:32]=[CH:33][C:28]([C:14]2[S:13][CH:12]([C:7]3[CH:8]=[CH:9][CH:10]=[CH:11][C:6]=3[O:5][CH2:4][C:3]([OH:35])=[O:2])[N:16]([C:17](=[O:27])[C:18]3[C:23]([F:24])=[CH:22][C:21]([F:25])=[CH:20][C:19]=3[F:26])[N:15]=2)=[CH:29][CH:30]=1. The catalyst class is: 84. (2) Reactant: [NH2:1][C:2](=[O:37])[CH:3]([OH:36])[CH:4]([NH:12][C:13](=[O:35])[C:14]1[CH:19]=[CH:18][CH:17]=[N:16][C:15]=1[N:20]1[CH:24]=[CH:23][C:22]([CH2:25][N:26]2[CH2:34][C:33]3[C:28](=[CH:29][CH:30]=[CH:31][CH:32]=3)[CH2:27]2)=[N:21]1)[CH2:5][C:6]1[CH:11]=[CH:10][CH:9]=[CH:8][CH:7]=1. Product: [NH2:1][C:2](=[O:37])[C:3](=[O:36])[CH:4]([NH:12][C:13](=[O:35])[C:14]1[CH:19]=[CH:18][CH:17]=[N:16][C:15]=1[N:20]1[CH:24]=[CH:23][C:22]([CH2:25][N:26]2[CH2:34][C:33]3[C:28](=[CH:29][CH:30]=[CH:31][CH:32]=3)[CH2:27]2)=[N:21]1)[CH2:5][C:6]1[CH:7]=[CH:8][CH:9]=[CH:10][CH:11]=1. The catalyst class is: 13. (3) Reactant: [C:1]1([CH3:7])[CH:6]=[CH:5][CH:4]=[CH:3][CH:2]=1.C[C:9]1([CH3:18])[N:14]([O])[C:13](C)(C)[CH2:12][CH2:11][CH2:10]1.[Br-].[Na+].[C:21](=[O:24])(O)[O-:22].[Na+].[OH2:26]. Product: [C:1]([O:22][C:21]([N:14]([CH2:13][C:12]1[CH:11]=[CH:10][CH:5]=[CH:4][CH:3]=1)[C@H:9]([CH:18]=[O:26])[CH2:7][C:1]1[CH:6]=[CH:5][CH:4]=[CH:3][CH:2]=1)=[O:24])([CH3:7])([CH3:6])[CH3:2]. The catalyst class is: 13. (4) Reactant: S(O)(O)(=O)=O.[NH2:6][OH:7].C(O)(=O)CCCCCCC.[CH3:18][C:19]1([CH3:31])[CH:21]([CH:22]=[C:23]([CH:25]=O)[CH3:24])[CH:20]1[C:27]([O:29][CH3:30])=[O:28].[OH-].[Na+]. Product: [CH3:18][C:19]1([CH3:31])[CH:21]([CH:22]=[C:23]([CH3:24])[CH:25]=[N:6][OH:7])[CH:20]1[C:27]([O:29][CH3:30])=[O:28]. The catalyst class is: 113. (5) Reactant: [H-].[Na+].[NH:3]1[C:7]2[CH:8]=[CH:9][CH:10]=[C:11]([C:12]([O:14][CH2:15][CH3:16])=[O:13])[C:6]=2[N:5]=[CH:4]1.Cl[CH2:18][CH2:19][C:20]([NH:23][C:24](=[O:30])[O:25][C:26]([CH3:29])([CH3:28])[CH3:27])([CH3:22])[CH3:21].[I-]. Product: [C:26]([O:25][C:24]([NH:23][C:20]([CH3:21])([CH3:22])[CH2:19][CH2:18][N:3]1[C:7]2[CH:8]=[CH:9][CH:10]=[C:11]([C:12]([O:14][CH2:15][CH3:16])=[O:13])[C:6]=2[N:5]=[CH:4]1)=[O:30])([CH3:29])([CH3:28])[CH3:27]. The catalyst class is: 9. (6) Reactant: C([O:3][C:4]([CH:6]1[CH2:11][CH2:10][N:9]([C:12]2[N:17]=[CH:16][CH:15]=[CH:14][N:13]=2)[CH2:8][CH2:7]1)=[O:5])C.O.[OH-].[Li+].O. The catalyst class is: 1. Product: [N:13]1[CH:14]=[CH:15][CH:16]=[N:17][C:12]=1[N:9]1[CH2:10][CH2:11][CH:6]([C:4]([OH:5])=[O:3])[CH2:7][CH2:8]1. (7) Reactant: [CH:1]1[C:13]2[CH:12]([CH2:14][O:15][C:16]([NH:18][C:19]3[C:20]([CH3:30])=[CH:21][C:22]([CH3:29])=[C:23]([S:25](O)(=[O:27])=[O:26])[CH:24]=3)=[O:17])[C:11]3[C:6](=[CH:7][CH:8]=[CH:9][CH:10]=3)[C:5]=2[CH:4]=[CH:3][CH:2]=1.S(Cl)([Cl:33])=O. Product: [CH:1]1[C:13]2[CH:12]([CH2:14][O:15][C:16](=[O:17])[NH:18][C:19]3[CH:24]=[C:23]([S:25]([Cl:33])(=[O:27])=[O:26])[C:22]([CH3:29])=[CH:21][C:20]=3[CH3:30])[C:11]3[C:6](=[CH:7][CH:8]=[CH:9][CH:10]=3)[C:5]=2[CH:4]=[CH:3][CH:2]=1. The catalyst class is: 3. (8) Reactant: [Br:1][C:2]1[CH:3]=[C:4]2[C:8](=[CH:9][CH:10]=1)[NH:7][N:6]=[C:5]2[C:11]([OH:13])=O.CN.Cl.[CH3:17][N:18](C)CCCN=C=NCC.O.ON1C2C=CC=CC=2N=N1.CN1CCOCC1. Product: [Br:1][C:2]1[CH:3]=[C:4]2[C:8](=[CH:9][CH:10]=1)[NH:7][N:6]=[C:5]2[C:11]([NH:18][CH3:17])=[O:13]. The catalyst class is: 9.